This data is from Merck oncology drug combination screen with 23,052 pairs across 39 cell lines. The task is: Regression. Given two drug SMILES strings and cell line genomic features, predict the synergy score measuring deviation from expected non-interaction effect. (1) Drug 1: O=C(O)C1(Cc2cccc(Nc3nccs3)n2)CCC(Oc2cccc(Cl)c2F)CC1. Drug 2: NC1(c2ccc(-c3nc4ccn5c(=O)[nH]nc5c4cc3-c3ccccc3)cc2)CCC1. Cell line: ZR751. Synergy scores: synergy=21.9. (2) Drug 1: CCC1=CC2CN(C1)Cc1c([nH]c3ccccc13)C(C(=O)OC)(c1cc3c(cc1OC)N(C)C1C(O)(C(=O)OC)C(OC(C)=O)C4(CC)C=CCN5CCC31C54)C2. Drug 2: CC1(c2nc3c(C(N)=O)cccc3[nH]2)CCCN1. Cell line: VCAP. Synergy scores: synergy=-16.0. (3) Drug 1: C=CCn1c(=O)c2cnc(Nc3ccc(N4CCN(C)CC4)cc3)nc2n1-c1cccc(C(C)(C)O)n1. Drug 2: CCc1cnn2c(NCc3ccc[n+]([O-])c3)cc(N3CCCCC3CCO)nc12. Cell line: A427. Synergy scores: synergy=-11.4. (4) Drug 1: O=C(CCCCCCC(=O)Nc1ccccc1)NO. Drug 2: O=C(O)C1(Cc2cccc(Nc3nccs3)n2)CCC(Oc2cccc(Cl)c2F)CC1. Cell line: RPMI7951. Synergy scores: synergy=3.36. (5) Drug 1: N.N.O=C(O)C1(C(=O)O)CCC1.[Pt]. Drug 2: CC(C)CC(NC(=O)C(Cc1ccccc1)NC(=O)c1cnccn1)B(O)O. Cell line: DLD1. Synergy scores: synergy=15.4. (6) Drug 1: COc1cccc2c1C(=O)c1c(O)c3c(c(O)c1C2=O)CC(O)(C(=O)CO)CC3OC1CC(N)C(O)C(C)O1. Drug 2: O=C(CCCCCCC(=O)Nc1ccccc1)NO. Synergy scores: synergy=9.89. Cell line: LOVO.